Dataset: Experimentally validated miRNA-target interactions with 360,000+ pairs, plus equal number of negative samples. Task: Binary Classification. Given a miRNA mature sequence and a target amino acid sequence, predict their likelihood of interaction. (1) The miRNA is hsa-miR-2467-3p with sequence AGCAGAGGCAGAGAGGCUCAGG. The protein sequence of the target gene is MVHFLHPGHTPRNIVPPDAQKDALGCCVVQEEASPYTLVNICLNVLIANLEKLCSERPDGTLCLPEHWSFPQEVAERFLRVMTWQGKLTDRTASIFRGNQMKLKLVNIQKAKISTAAFIKAFCRHKLIELNATAVHADLPVPDIISGLCSNRWIQQNLQCLLLDSTSIPQNSRLLFFSQLTGLRILSVFNVCFHTEDLANVSQLPRLESLDISNTLVTDISALLTCKDRLKSLTMHYLKCLAMTKSQILAVIRELKCLLHLDISDHRQLKSDLAFHLLQQKDILPNVVSLDISGGNCITD.... Result: 1 (interaction). (2) The miRNA is hsa-miR-499b-3p with sequence AACAUCACUGCAAGUCUUAACA. The protein sequence of the target gene is MAQQQTGSRKRKAPAVEAGAGSSSSQGLAAADGEGPLLPKKQKRPATRRRLVHYLKGREVGARGPAGLQGFEGELRGYAVQRLPELLTERQLDLGTLNKVFASQWLNARQVVCGTKCNTLFVVDVQSGHITRIPLMRDKEAGLAQAHQGCGIHAIELNPSKTLLATGGENPNSLAIYQLPTLDPLCLGDRHGHKDWIFAVAWLSDTVAVSGSRDGTVALWRMDPDMFNGSIAWHSEVGLPVYAHIRPRDVEAIPRASTNPSNRKVRALAFSGKNQELGAVSLDGYFHLWKARSTLSRLLS.... Result: 1 (interaction). (3) The miRNA is hsa-miR-1277-5p with sequence AAAUAUAUAUAUAUAUGUACGUAU. The protein sequence of the target gene is MIDKNQTCGVGQDSVPYMICLIHILEEWFGVEQLEDYLNFANYLLWVFTPLILLILPYFTIFLLYLTIIFLHIYKRKNVLKEAYSHNLWDGARKTVATLWDGHAAVWHGYEVHGMEKIPEDGPALIIFYHGAIPIDFYYFMAKIFIHKGRTCRVVADHFVFKIPGFSLLLDVFCALHGPREKCVEILRSGHLLAISPGGVREALISDETYNIVWGHRRGFAQVAIDAKVPIIPMFTQNIREGFRSLGGTRLFRWLYEKFRYPFAPMYGGFPVKLRTYLGDPIPYDPQITAEELAEKTKNA.... Result: 0 (no interaction).